Dataset: Full USPTO retrosynthesis dataset with 1.9M reactions from patents (1976-2016). Task: Predict the reactants needed to synthesize the given product. The reactants are: [C:1]([O:5][C:6](=[O:21])[NH:7][C:8]1[CH:13]=[CH:12][C:11]([CH:14]2[CH2:19][NH:18][C:17](=[O:20])[NH:16][CH2:15]2)=[CH:10][CH:9]=1)([CH3:4])([CH3:3])[CH3:2].C1C(=O)N([Br:29])C(=O)C1. Given the product [C:1]([O:5][C:6](=[O:21])[NH:7][C:8]1[CH:9]=[CH:10][C:11]([CH:14]2[CH2:19][NH:18][C:17](=[O:20])[NH:16][CH2:15]2)=[CH:12][C:13]=1[Br:29])([CH3:4])([CH3:2])[CH3:3], predict the reactants needed to synthesize it.